Task: Predict the reactants needed to synthesize the given product.. Dataset: Retrosynthesis with 50K atom-mapped reactions and 10 reaction types from USPTO (1) Given the product C=C(C)C(=O)OCCCCC#Cc1ccc2c3ccc4c(=O)n(-c5c(C(C)C)cccc5C(C)C)c(=O)c5ccc(c6cccc1c62)c3c54, predict the reactants needed to synthesize it. The reactants are: C=C(C)C(=O)Cl.CC(C)c1cccc(C(C)C)c1-n1c(=O)c2ccc3c4cccc5c(C#CCCCCO)ccc(c6ccc(c1=O)c2c36)c54. (2) Given the product CC1CN(c2c(F)cc3c(=O)c(C(=O)O)cn(C(C)C)c3c2F)CCN1, predict the reactants needed to synthesize it. The reactants are: CC(C)n1cc(C(=O)O)c(=O)c2cc(F)c(F)c(F)c21.CC1CNCCN1.